Task: Predict the reaction yield, written as a fraction of the theoretical maximum amount of product (1.0 means a 100% yield; for example, 0.34 means a 34% yield).. Dataset: Reaction yield outcomes from USPTO patents with 853,638 reactions (1) The reactants are [NH2:1][C:2]1[C:10]2[C:5](=[CH:6][CH:7]=[C:8]([N+:11]([O-])=O)[CH:9]=2)[N:4]([C:14]2[CH:19]=[CH:18][C:17]([O:20][C:21]3[CH:26]=[CH:25][CH:24]=[CH:23][CH:22]=3)=[CH:16][CH:15]=2)[C:3]=1[C:27]([NH2:29])=[O:28]. The catalyst is CO.[Pd]. The product is [NH2:1][C:2]1[C:10]2[C:5](=[CH:6][CH:7]=[C:8]([NH2:11])[CH:9]=2)[N:4]([C:14]2[CH:15]=[CH:16][C:17]([O:20][C:21]3[CH:26]=[CH:25][CH:24]=[CH:23][CH:22]=3)=[CH:18][CH:19]=2)[C:3]=1[C:27]([NH2:29])=[O:28]. The yield is 0.542. (2) The reactants are [N:1]1[CH:6]=[CH:5][C:4]([C:7]2[CH:8]=[C:9]([NH:12]C(=O)C)[NH:10][N:11]=2)=[CH:3][CH:2]=1. The catalyst is Cl. The product is [NH2:12][C:9]1[NH:10][N:11]=[C:7]([C:4]2[CH:5]=[CH:6][N:1]=[CH:2][CH:3]=2)[CH:8]=1. The yield is 0.150. (3) The reactants are [Cl:1][C:2]1[N:7]=[C:6]([C:8]#[N:9])[CH:5]=[CH:4][N:3]=1.[CH3:10][C:11]([O:14][C:15](O[C:15]([O:14][C:11]([CH3:13])([CH3:12])[CH3:10])=[O:16])=[O:16])([CH3:13])[CH3:12]. The catalyst is CCO.[Pd]. The product is [C:11]([O:14][C:15](=[O:16])[NH:9][CH2:8][C:6]1[CH:5]=[CH:4][N:3]=[C:2]([Cl:1])[N:7]=1)([CH3:13])([CH3:12])[CH3:10]. The yield is 0.300. (4) The product is [Cl:8][C:9]1[C:10]([N:15]2[CH:19]([C:20]([O:22][CH2:23][CH3:24])=[O:21])[CH2:18][C:17]([O:25][S:32]([C:26]3[CH:31]=[CH:30][CH:29]=[CH:28][CH:27]=3)(=[O:34])=[O:33])=[N:16]2)=[N:11][CH:12]=[CH:13][CH:14]=1. The reactants are C(N(CC)CC)C.[Cl:8][C:9]1[C:10]([N:15]2[CH:19]([C:20]([O:22][CH2:23][CH3:24])=[O:21])[CH2:18][C:17](=[O:25])[NH:16]2)=[N:11][CH:12]=[CH:13][CH:14]=1.[C:26]1([S:32](Cl)(=[O:34])=[O:33])[CH:31]=[CH:30][CH:29]=[CH:28][CH:27]=1. The yield is 0.940. The catalyst is ClCCl. (5) The reactants are [CH3:1][C@:2]1([N:10]2[C:18](=[O:19])[C:17]3[C:12](=[CH:13][CH:14]=[C:15]([C:20]#[N:21])[CH:16]=3)[C:11]2=[O:22])[CH2:7][CH2:6][C:5](=[O:8])[NH:4][C:3]1=[O:9].[ClH:23].O. The catalyst is CO.[Pd]. The product is [ClH:23].[NH2:21][CH2:20][C:15]1[CH:16]=[C:17]2[C:12](=[CH:13][CH:14]=1)[C:11](=[O:22])[N:10]([C@@:2]1([CH3:1])[CH2:7][CH2:6][C:5](=[O:8])[NH:4][C:3]1=[O:9])[C:18]2=[O:19]. The yield is 0.660. (6) The reactants are [F:1][C:2]1[CH:3]=[CH:4][C:5]([OH:17])=[C:6]([C:8](=[O:16])[CH2:9][C:10]2[CH:15]=[CH:14][CH:13]=[CH:12][CH:11]=2)[CH:7]=1.[C:18](OC(=O)CC)(=O)[CH2:19][CH3:20].Cl. The catalyst is C(N(CC)CC)C. The product is [CH2:19]([C:20]1[O:17][C:5]2[C:6]([C:8](=[O:16])[C:9]=1[C:10]1[CH:15]=[CH:14][CH:13]=[CH:12][CH:11]=1)=[CH:7][C:2]([F:1])=[CH:3][CH:4]=2)[CH3:18]. The yield is 0.650. (7) The reactants are Br[C:2]1[C:3]([F:22])=[CH:4][C:5]2[O:11][CH2:10][CH2:9][N:8]3[C:12]([CH:18]4[CH2:20][CH2:19]4)=[C:13]([C:15]([NH2:17])=[O:16])[N:14]=[C:7]3[C:6]=2[CH:21]=1.[C:23]([C@:25]1([OH:32])[CH2:29][CH2:28][N:27]([CH3:30])[C:26]1=[O:31])#[CH:24]. No catalyst specified. The product is [CH:18]1([C:12]2[N:8]3[CH2:9][CH2:10][O:11][C:5]4[CH:4]=[C:3]([F:22])[C:2]([C:24]#[C:23][C@:25]5([OH:32])[CH2:29][CH2:28][N:27]([CH3:30])[C:26]5=[O:31])=[CH:21][C:6]=4[C:7]3=[N:14][C:13]=2[C:15]([NH2:17])=[O:16])[CH2:20][CH2:19]1. The yield is 0.310.